From a dataset of Reaction yield outcomes from USPTO patents with 853,638 reactions. Predict the reaction yield, written as a fraction of the theoretical maximum amount of product (1.0 means a 100% yield; for example, 0.34 means a 34% yield). (1) The reactants are [CH3:1][C@H:2]1[CH2:11][C@@H:10]([NH:12][C:13]2[CH:18]=[CH:17][CH:16]=[CH:15][CH:14]=2)[C:9]2[C:4](=[CH:5][CH:6]=[CH:7][CH:8]=2)[N:3]1[C:19](=[O:21])[CH3:20].[O:22]1[CH:26]=[CH:25][CH:24]=[C:23]1[C:27](Cl)=[O:28].N1C=CC=CC=1. The catalyst is C1(C)C=CC=CC=1. The product is [C:19]([N:3]1[C:4]2[C:9](=[CH:8][CH:7]=[CH:6][CH:5]=2)[C@H:10]([N:12]([C:13]2[CH:14]=[CH:15][CH:16]=[CH:17][CH:18]=2)[C:27]([C:23]2[O:22][CH:26]=[CH:25][CH:24]=2)=[O:28])[CH2:11][C@@H:2]1[CH3:1])(=[O:21])[CH3:20]. The yield is 0.400. (2) The reactants are [CH3:1][CH:2]1[CH2:7][N:6]([CH:8]2[CH2:11][O:10][CH2:9]2)[CH:5]([CH3:12])[CH2:4][N:3]1[C:13]1[CH:14]=[CH:15][C:16]([NH:19][C:20]2[C:25](=[O:26])[N:24]([CH3:27])[CH:23]=[C:22]([C:28]3[C:33]([CH:34]=[O:35])=[C:32]([N:36]4[CH2:48][CH2:47][C:46]5[N:45]6[C:40]([CH2:41][CH2:42][CH2:43][CH2:44]6)=[CH:39][C:38]=5[C:37]4=[O:49])[N:31]=[CH:30][CH:29]=3)[CH:21]=2)=[N:17][CH:18]=1.[BH4-].[Na+]. The catalyst is CO. The product is [CH3:1][C@H:2]1[CH2:7][N:6]([CH:8]2[CH2:11][O:10][CH2:9]2)[C@H:5]([CH3:12])[CH2:4][N:3]1[C:13]1[CH:14]=[CH:15][C:16]([NH:19][C:20]2[C:25](=[O:26])[N:24]([CH3:27])[CH:23]=[C:22]([C:28]3[CH:29]=[CH:30][N:31]=[C:32]([N:36]4[CH2:48][CH2:47][C:46]5[N:45]6[C:40]([CH2:41][CH2:42][CH2:43][CH2:44]6)=[CH:39][C:38]=5[C:37]4=[O:49])[C:33]=3[CH2:34][OH:35])[CH:21]=2)=[N:17][CH:18]=1. The yield is 0.400.